This data is from Forward reaction prediction with 1.9M reactions from USPTO patents (1976-2016). The task is: Predict the product of the given reaction. (1) The product is: [O:39]=[C:11]([N:12]1[C:17]2[CH:18]=[CH:19][C:20]([O:22][CH2:23][C:24]3[S:25][C:26]([C:35]([F:37])([F:38])[F:36])=[C:27]([C:29]4[CH:34]=[CH:33][CH:32]=[CH:31][CH:30]=4)[CH:28]=3)=[CH:21][C:16]=2[O:15][CH2:14][CH2:13]1)[CH2:10][CH2:9][C:8]([OH:40])=[O:7]. Given the reactants C1COCC1.C[O:7][C:8](=[O:40])[CH2:9][CH2:10][C:11](=[O:39])[N:12]1[C:17]2[CH:18]=[CH:19][C:20]([O:22][CH2:23][C:24]3[S:25][C:26]([C:35]([F:38])([F:37])[F:36])=[C:27]([C:29]4[CH:34]=[CH:33][CH:32]=[CH:31][CH:30]=4)[CH:28]=3)=[CH:21][C:16]=2[O:15][CH2:14][CH2:13]1.[OH-].[Na+].Cl, predict the reaction product. (2) Given the reactants [CH3:1][O:2][CH2:3][C:4]([C:11]1[CH:16]=[CH:15][CH:14]=[CH:13][CH:12]=1)([OH:10])[CH2:5][CH:6]([OH:9])CO.O, predict the reaction product. The product is: [OH:10][C:4]([C:11]1[CH:12]=[CH:13][CH:14]=[CH:15][CH:16]=1)([CH2:3][O:2][CH3:1])[CH2:5][CH:6]=[O:9]. (3) Given the reactants [NH:1]1[C:9]2[C:4](=[CH:5][C:6]([CH:10]=[O:11])=[CH:7][CH:8]=2)[CH:3]=[CH:2]1.[OH-].[K+].[F:14][C:15]1[CH:22]=[CH:21][C:18]([CH2:19]Br)=[CH:17][CH:16]=1.O, predict the reaction product. The product is: [F:14][C:15]1[CH:22]=[CH:21][C:18]([CH2:19][N:1]2[C:9]3[C:4](=[CH:5][C:6]([CH:10]=[O:11])=[CH:7][CH:8]=3)[CH:3]=[CH:2]2)=[CH:17][CH:16]=1. (4) Given the reactants C1(C2CC2[B-](F)(F)F)C=CC=CC=1.[K+].C([O:17][C:18]([C:20]1[N:21]([C:39]2[CH:44]=[CH:43][C:42]([O:45][CH:46]([CH3:48])[CH3:47])=[CH:41][CH:40]=2)[C:22]2[C:27]([C:28]=1[Cl:29])=[CH:26][C:25]([CH:30]1[CH2:32][CH:31]1[C:33]1[CH:38]=[CH:37][CH:36]=[CH:35][CH:34]=1)=[CH:24][CH:23]=2)=[O:19])C, predict the reaction product. The product is: [Cl:29][C:28]1[C:27]2[C:22](=[CH:23][CH:24]=[C:25]([CH:30]3[CH2:32][CH:31]3[C:33]3[CH:34]=[CH:35][CH:36]=[CH:37][CH:38]=3)[CH:26]=2)[N:21]([C:39]2[CH:40]=[CH:41][C:42]([O:45][CH:46]([CH3:48])[CH3:47])=[CH:43][CH:44]=2)[C:20]=1[C:18]([OH:19])=[O:17]. (5) The product is: [C:13]([NH2:15])(=[O:14])[C:12]1[CH:24]=[CH:25][CH:26]=[CH:10][CH:11]=1. Given the reactants NC1C=CC(C)=CC=1.N[C:10]1[CH:11]=[C:12]([CH:24]=[CH:25][C:26]=1OC)[C:13]([NH:15]C1C=CC(F)=C(F)C=1)=[O:14], predict the reaction product. (6) Given the reactants [CH2:1]([O:8][C:9]1[CH:14]=[CH:13][C:12]([CH2:15][CH2:16][C:17]2[CH:22]=[CH:21][N:20]=[C:19]3[NH:23][N:24]=[C:25]([O:26][C@@H:27]4[O:53][C@H:52]([CH2:54][O:55][C:56](=[O:61])[C:57]([CH3:60])([CH3:59])[CH3:58])[C@@H:44]([O:45][C:46](=[O:51])[C:47]([CH3:50])([CH3:49])[CH3:48])[C@H:36]([O:37][C:38](=[O:43])[C:39]([CH3:42])([CH3:41])[CH3:40])[C@H:28]4[O:29][C:30](=[O:35])[C:31]([CH3:34])([CH3:33])[CH3:32])[C:18]=23)=[CH:11][CH:10]=1)[C:2]1[CH:7]=[CH:6][CH:5]=[CH:4][CH:3]=1.C(=O)([O-])[O-].[Cs+].[Cs+].Br[CH2:69][C:70]([O:72][CH3:73])=[O:71].[I-].[Na+], predict the reaction product. The product is: [CH2:1]([O:8][C:9]1[CH:14]=[CH:13][C:12]([CH2:15][CH2:16][C:17]2[CH:22]=[CH:21][N:20]=[C:19]3[N:23]([CH2:69][C:70]([O:72][CH3:73])=[O:71])[N:24]=[C:25]([O:26][C@@H:27]4[O:53][C@H:52]([CH2:54][O:55][C:56](=[O:61])[C:57]([CH3:60])([CH3:59])[CH3:58])[C@@H:44]([O:45][C:46](=[O:51])[C:47]([CH3:48])([CH3:49])[CH3:50])[C@H:36]([O:37][C:38](=[O:43])[C:39]([CH3:42])([CH3:41])[CH3:40])[C@H:28]4[O:29][C:30](=[O:35])[C:31]([CH3:34])([CH3:32])[CH3:33])[C:18]=23)=[CH:11][CH:10]=1)[C:2]1[CH:7]=[CH:6][CH:5]=[CH:4][CH:3]=1. (7) Given the reactants CS([O:5][CH2:6][C:7]1[C:8]([C:12]2[S:13][C:14]([Cl:17])=[CH:15][CH:16]=2)=[N:9][S:10][CH:11]=1)(=O)=O.O[C:19]1[CH:24]=[CH:23][C:22]([CH2:25][CH2:26][C:27]([O:29]CC)=[O:28])=[C:21]([CH3:32])[C:20]=1[CH3:33], predict the reaction product. The product is: [Cl:17][C:14]1[S:13][C:12]([C:8]2[C:7]([CH2:6][O:5][C:19]3[CH:24]=[CH:23][C:22]([CH2:25][CH2:26][C:27]([OH:29])=[O:28])=[C:21]([CH3:32])[C:20]=3[CH3:33])=[CH:11][S:10][N:9]=2)=[CH:16][CH:15]=1.